Task: Regression. Given two drug SMILES strings and cell line genomic features, predict the synergy score measuring deviation from expected non-interaction effect.. Dataset: NCI-60 drug combinations with 297,098 pairs across 59 cell lines (1) Drug 1: C1=CC(=C2C(=C1NCCNCCO)C(=O)C3=C(C=CC(=C3C2=O)O)O)NCCNCCO. Drug 2: N.N.Cl[Pt+2]Cl. Cell line: OVCAR-8. Synergy scores: CSS=1.14, Synergy_ZIP=-10.4, Synergy_Bliss=-19.3, Synergy_Loewe=-50.4, Synergy_HSA=-19.7. (2) Drug 2: C1CNP(=O)(OC1)N(CCCl)CCCl. Drug 1: CC1=C(C=C(C=C1)NC2=NC=CC(=N2)N(C)C3=CC4=NN(C(=C4C=C3)C)C)S(=O)(=O)N.Cl. Synergy scores: CSS=-5.11, Synergy_ZIP=1.46, Synergy_Bliss=-1.33, Synergy_Loewe=-3.06, Synergy_HSA=-3.02. Cell line: DU-145. (3) Drug 1: C1=NNC2=C1C(=O)NC=N2. Drug 2: C1CCC(C(C1)N)N.C(=O)(C(=O)[O-])[O-].[Pt+4]. Cell line: HCT116. Synergy scores: CSS=59.1, Synergy_ZIP=-1.49, Synergy_Bliss=-0.471, Synergy_Loewe=-26.2, Synergy_HSA=0.261. (4) Drug 1: CCC(=C(C1=CC=CC=C1)C2=CC=C(C=C2)OCCN(C)C)C3=CC=CC=C3.C(C(=O)O)C(CC(=O)O)(C(=O)O)O. Drug 2: COC1=NC(=NC2=C1N=CN2C3C(C(C(O3)CO)O)O)N. Cell line: COLO 205. Synergy scores: CSS=-2.69, Synergy_ZIP=0.247, Synergy_Bliss=0.171, Synergy_Loewe=-4.26, Synergy_HSA=-2.58. (5) Drug 2: CCC1(CC2CC(C3=C(CCN(C2)C1)C4=CC=CC=C4N3)(C5=C(C=C6C(=C5)C78CCN9C7C(C=CC9)(C(C(C8N6C)(C(=O)OC)O)OC(=O)C)CC)OC)C(=O)OC)O.OS(=O)(=O)O. Cell line: 786-0. Drug 1: COC1=C(C=C2C(=C1)N=CN=C2NC3=CC(=C(C=C3)F)Cl)OCCCN4CCOCC4. Synergy scores: CSS=21.0, Synergy_ZIP=-3.32, Synergy_Bliss=-0.352, Synergy_Loewe=-0.514, Synergy_HSA=1.45.